Dataset: Forward reaction prediction with 1.9M reactions from USPTO patents (1976-2016). Task: Predict the product of the given reaction. (1) Given the reactants C(Cl)(=O)C(Cl)=O.[CH3:7][C@H:8]([O:12][C:13]1[CH:14]=[C:15]([CH:19]=[C:20]([O:22][C:23]2[CH:35]=[CH:34][C:26]3[C:27](=[O:33])[N:28]([CH3:32])[CH2:29][CH2:30][O:31][C:25]=3[CH:24]=2)[CH:21]=1)[C:16]([OH:18])=O)[CH2:9][O:10][CH3:11].[NH2:36][C:37]1[CH:42]=[N:41][C:40]([CH3:43])=[CH:39][N:38]=1.N1C=CC=CC=1, predict the reaction product. The product is: [CH3:7][C@H:8]([O:12][C:13]1[CH:14]=[C:15]([CH:19]=[C:20]([O:22][C:23]2[CH:35]=[CH:34][C:26]3[C:27](=[O:33])[N:28]([CH3:32])[CH2:29][CH2:30][O:31][C:25]=3[CH:24]=2)[CH:21]=1)[C:16]([NH:36][C:37]1[CH:42]=[N:41][C:40]([CH3:43])=[CH:39][N:38]=1)=[O:18])[CH2:9][O:10][CH3:11]. (2) Given the reactants Cl[C:2]1[CH:7]=[CH:6][C:5]([N+:8]([O-:10])=[O:9])=[CH:4][CH:3]=1.[OH:11][C:12]1[CH:13]=[C:14]([C:22]([O:24][CH3:25])=[O:23])[CH:15]=[C:16]([CH:21]=1)[C:17]([O:19][CH3:20])=[O:18].C(=O)([O-])[O-].[K+].[K+], predict the reaction product. The product is: [N+:8]([C:5]1[CH:6]=[CH:7][C:2]([O:11][C:12]2[CH:21]=[C:16]([C:17]([O:19][CH3:20])=[O:18])[CH:15]=[C:14]([CH:13]=2)[C:22]([O:24][CH3:25])=[O:23])=[CH:3][CH:4]=1)([O-:10])=[O:9]. (3) Given the reactants [C:1]1([C:20]2[CH:25]=[CH:24][CH:23]=[CH:22][CH:21]=2)[CH:6]=[CH:5][CH:4]=[CH:3][C:2]=1[CH2:7][C:8]1[NH:9][C:10](=[O:19])[C:11]([OH:18])=[C:12]([C:14]([O:16]C)=O)[N:13]=1.[CH:26]([NH2:29])([CH3:28])[CH3:27], predict the reaction product. The product is: [CH:26]([NH:29][C:14]([C:12]1[N:13]=[C:8]([CH2:7][C:2]2[CH:3]=[CH:4][CH:5]=[CH:6][C:1]=2[C:20]2[CH:21]=[CH:22][CH:23]=[CH:24][CH:25]=2)[NH:9][C:10](=[O:19])[C:11]=1[OH:18])=[O:16])([CH3:28])[CH3:27]. (4) Given the reactants [CH3:1][O:2][C:3]1[CH:4]=[C:5]([C:11]2[N:12]=[C:13]3[CH:21]=[CH:20][C:19]([C:22]4[CH2:27][CH2:26][N:25]([C:28]([O:30][C:31]([CH3:34])([CH3:33])[CH3:32])=[O:29])[CH2:24][CH:23]=4)=[CH:18][N:14]3[C:15](=[O:17])[CH:16]=2)[CH:6]=[CH:7][C:8]=1[O:9][CH3:10].[H][H], predict the reaction product. The product is: [CH3:1][O:2][C:3]1[CH:4]=[C:5]([C:11]2[N:12]=[C:13]3[CH:21]=[CH:20][C:19]([CH:22]4[CH2:27][CH2:26][N:25]([C:28]([O:30][C:31]([CH3:34])([CH3:33])[CH3:32])=[O:29])[CH2:24][CH2:23]4)=[CH:18][N:14]3[C:15](=[O:17])[CH:16]=2)[CH:6]=[CH:7][C:8]=1[O:9][CH3:10]. (5) Given the reactants [C:1]([O:5][C:6]([N:8]1[CH2:13][C:12](=[O:14])[CH2:11][CH2:10][CH:9]1[C:15]([OH:17])=[O:16])=[O:7])([CH3:4])([CH3:3])[CH3:2].[CH3:18][Si](C=[N+]=[N-])(C)C, predict the reaction product. The product is: [C:1]([O:5][C:6]([N:8]1[CH2:13][C:12](=[O:14])[CH2:11][CH2:10][CH:9]1[C:15]([O:17][CH3:18])=[O:16])=[O:7])([CH3:4])([CH3:2])[CH3:3].